From a dataset of Reaction yield outcomes from USPTO patents with 853,638 reactions. Predict the reaction yield, written as a fraction of the theoretical maximum amount of product (1.0 means a 100% yield; for example, 0.34 means a 34% yield). (1) The reactants are [Cl:1][C:2]1[CH:7]=[CH:6][C:5]([C:8]2[N:17]=[C:16]([C:18]([OH:20])=O)[C:15]3[C:10](=[CH:11][CH:12]=[CH:13][CH:14]=3)[N:9]=2)=[CH:4][CH:3]=1.Cl.[OH:22][C:23]1[C:32]([N:33]([CH3:35])[CH3:34])=[CH:31][CH:30]=[C:29]2[C:24]=1[CH2:25][CH2:26][NH:27][CH2:28]2. No catalyst specified. The product is [Cl:1][C:2]1[CH:7]=[CH:6][C:5]([C:8]2[N:17]=[C:16]([C:18]([N:27]3[CH2:26][CH2:25][C:24]4[C:29](=[CH:30][CH:31]=[C:32]([N:33]([CH3:35])[CH3:34])[C:23]=4[OH:22])[CH2:28]3)=[O:20])[C:15]3[C:10](=[CH:11][CH:12]=[CH:13][CH:14]=3)[N:9]=2)=[CH:4][CH:3]=1. The yield is 0.0800. (2) The reactants are Br[CH2:2][C:3]1[CH:12]=[CH:11][C:10]2[C:5](=[CH:6][CH:7]=[C:8]([F:13])[CH:9]=2)[CH:4]=1.[C-:14]#[N:15].[K+]. The catalyst is CC#N. The product is [F:13][C:8]1[CH:9]=[C:10]2[C:5](=[CH:6][CH:7]=1)[CH:4]=[C:3]([CH2:2][C:14]#[N:15])[CH:12]=[CH:11]2. The yield is 0.700. (3) The reactants are [O:1]1CCCC1.[CH:6]1([Mg]Br)[CH2:8][CH2:7]1.O[CH2:12][C:13]([C:15]1[CH:20]=[CH:19][CH:18]=[CH:17][CH:16]=1)=[O:14]. No catalyst specified. The product is [CH:6]1([C:13]([C:15]2[CH:20]=[CH:19][CH:18]=[CH:17][C:16]=2[OH:1])([OH:14])[CH3:12])[CH2:8][CH2:7]1. The yield is 0.920. (4) The reactants are Br[C:2]1[C:3]([CH3:17])=[C:4]([O:14][CH2:15][CH3:16])[C:5]2[O:9][C:8]([CH3:11])([CH3:10])[CH2:7][C:6]=2[C:12]=1[CH3:13].[CH3:18][C:19]1[CH:24]=[CH:23][C:22]([N:25]2[CH2:30][CH2:29][NH:28][CH2:27][CH2:26]2)=[CH:21][CH:20]=1. No catalyst specified. The product is [CH2:15]([O:14][C:4]1[C:5]2[O:9][C:8]([CH3:11])([CH3:10])[CH2:7][C:6]=2[C:12]([CH3:13])=[C:2]([N:28]2[CH2:29][CH2:30][N:25]([C:22]3[CH:23]=[CH:24][C:19]([CH3:18])=[CH:20][CH:21]=3)[CH2:26][CH2:27]2)[C:3]=1[CH3:17])[CH3:16]. The yield is 0.230.